This data is from NCI-60 drug combinations with 297,098 pairs across 59 cell lines. The task is: Regression. Given two drug SMILES strings and cell line genomic features, predict the synergy score measuring deviation from expected non-interaction effect. (1) Drug 1: C1=C(C(=O)NC(=O)N1)N(CCCl)CCCl. Drug 2: CCC1(C2=C(COC1=O)C(=O)N3CC4=CC5=C(C=CC(=C5CN(C)C)O)N=C4C3=C2)O.Cl. Cell line: OVCAR-5. Synergy scores: CSS=13.6, Synergy_ZIP=-1.20, Synergy_Bliss=0.900, Synergy_Loewe=-4.44, Synergy_HSA=2.30. (2) Drug 1: CC1=CC=C(C=C1)C2=CC(=NN2C3=CC=C(C=C3)S(=O)(=O)N)C(F)(F)F. Drug 2: B(C(CC(C)C)NC(=O)C(CC1=CC=CC=C1)NC(=O)C2=NC=CN=C2)(O)O. Cell line: IGROV1. Synergy scores: CSS=31.1, Synergy_ZIP=-0.181, Synergy_Bliss=-1.55, Synergy_Loewe=-44.9, Synergy_HSA=-2.41. (3) Drug 1: C1CN(CCN1C(=O)CCBr)C(=O)CCBr. Drug 2: CC12CCC3C(C1CCC2OP(=O)(O)O)CCC4=C3C=CC(=C4)OC(=O)N(CCCl)CCCl.[Na+]. Cell line: SK-MEL-5. Synergy scores: CSS=24.0, Synergy_ZIP=-8.37, Synergy_Bliss=-5.40, Synergy_Loewe=-8.26, Synergy_HSA=-2.45. (4) Drug 1: C1=CC=C(C=C1)NC(=O)CCCCCCC(=O)NO. Drug 2: CC1=C(C(=CC=C1)Cl)NC(=O)C2=CN=C(S2)NC3=CC(=NC(=N3)C)N4CCN(CC4)CCO. Cell line: HS 578T. Synergy scores: CSS=23.4, Synergy_ZIP=-4.35, Synergy_Bliss=-0.221, Synergy_Loewe=2.60, Synergy_HSA=2.57. (5) Drug 1: CC1=CC=C(C=C1)C2=CC(=NN2C3=CC=C(C=C3)S(=O)(=O)N)C(F)(F)F. Drug 2: CCCCCOC(=O)NC1=NC(=O)N(C=C1F)C2C(C(C(O2)C)O)O. Cell line: K-562. Synergy scores: CSS=14.1, Synergy_ZIP=1.56, Synergy_Bliss=-1.08, Synergy_Loewe=0.519, Synergy_HSA=3.11. (6) Drug 1: CC1=C2C(C(=O)C3(C(CC4C(C3C(C(C2(C)C)(CC1OC(=O)C(C(C5=CC=CC=C5)NC(=O)C6=CC=CC=C6)O)O)OC(=O)C7=CC=CC=C7)(CO4)OC(=O)C)O)C)OC(=O)C. Drug 2: C1CC(C1)(C2=CC=C(C=C2)C3=C(C=C4C(=N3)C=CN5C4=NNC5=O)C6=CC=CC=C6)N. Cell line: NCIH23. Synergy scores: CSS=65.9, Synergy_ZIP=0.550, Synergy_Bliss=1.16, Synergy_Loewe=1.09, Synergy_HSA=4.87. (7) Cell line: MOLT-4. Drug 1: CC1CCC2CC(C(=CC=CC=CC(CC(C(=O)C(C(C(=CC(C(=O)CC(OC(=O)C3CCCCN3C(=O)C(=O)C1(O2)O)C(C)CC4CCC(C(C4)OC)OCCO)C)C)O)OC)C)C)C)OC. Synergy scores: CSS=60.1, Synergy_ZIP=-4.24, Synergy_Bliss=-1.89, Synergy_Loewe=-12.9, Synergy_HSA=0.421. Drug 2: CCC1(C2=C(COC1=O)C(=O)N3CC4=CC5=C(C=CC(=C5CN(C)C)O)N=C4C3=C2)O.Cl. (8) Drug 1: CS(=O)(=O)CCNCC1=CC=C(O1)C2=CC3=C(C=C2)N=CN=C3NC4=CC(=C(C=C4)OCC5=CC(=CC=C5)F)Cl. Drug 2: CN(CCCl)CCCl.Cl. Cell line: OVCAR-4. Synergy scores: CSS=14.7, Synergy_ZIP=-4.38, Synergy_Bliss=-0.667, Synergy_Loewe=-0.727, Synergy_HSA=-0.883. (9) Drug 1: C1=CC(=CC=C1CCCC(=O)O)N(CCCl)CCCl. Drug 2: CC(C)(C#N)C1=CC(=CC(=C1)CN2C=NC=N2)C(C)(C)C#N. Cell line: BT-549. Synergy scores: CSS=7.46, Synergy_ZIP=-8.51, Synergy_Bliss=-5.00, Synergy_Loewe=-4.37, Synergy_HSA=-4.35.